Dataset: TCR-epitope binding with 47,182 pairs between 192 epitopes and 23,139 TCRs. Task: Binary Classification. Given a T-cell receptor sequence (or CDR3 region) and an epitope sequence, predict whether binding occurs between them. The epitope is TPRVTGGGAM. The TCR CDR3 sequence is CASSNLQGGILDEQFF. Result: 0 (the TCR does not bind to the epitope).